From a dataset of Reaction yield outcomes from USPTO patents with 853,638 reactions. Predict the reaction yield, written as a fraction of the theoretical maximum amount of product (1.0 means a 100% yield; for example, 0.34 means a 34% yield). The reactants are [C:1]([O:7][CH2:8][CH3:9])(=[O:6])[CH2:2][C:3]([O-:5])=O.[K+].C(N(CC)C(C)C)(C)C.[Cl-].[Mg+2].[Cl-].[Cl:23][C:24]1[CH:29]=[CH:28][C:27]([CH2:30]C(Cl)=O)=[CH:26][CH:25]=1. The catalyst is C(#N)C. The product is [Cl:23][C:24]1[CH:29]=[CH:28][C:27]([CH2:30][C:3](=[O:5])[CH2:2][C:1]([O:7][CH2:8][CH3:9])=[O:6])=[CH:26][CH:25]=1. The yield is 0.390.